Dataset: M1 muscarinic receptor antagonist screen with 61,756 compounds. Task: Binary Classification. Given a drug SMILES string, predict its activity (active/inactive) in a high-throughput screening assay against a specified biological target. (1) The molecule is Brc1oc(C(=O)Nc2c(ccc(c2)c2sc3n(n2)c(nn3)C)C)cc1. The result is 0 (inactive). (2) The molecule is S(=O)(=O)(N1CCOCC1)c1ccc(NC(=O)c2occc2)cc1. The result is 0 (inactive). (3) The compound is Clc1ccc(n2nnnc2Sc2ncnc3sc(c(c23)C)C)cc1. The result is 0 (inactive). (4) The molecule is O=C(Nc1cc(ccc1)C)C1CCCN(C1)c1nc(cc(n1)C)C. The result is 0 (inactive). (5) The compound is Clc1c(NC(=O)N(Cc2cc3c([nH]c2=O)c(ccc3)C)CCCO)cccc1. The result is 0 (inactive). (6) The drug is O=c1[nH]c2c(cc1C(N(C1CCCCC1)C)c1n(nnn1)C1CCCCC1)cc(OC)c(OC)c2. The result is 0 (inactive). (7) The compound is S\1\C(=C2\c3c(NC2=O)cccc3)C(=O)N(C1=N\c1sccn1)CC=C. The result is 0 (inactive).